This data is from Reaction yield outcomes from USPTO patents with 853,638 reactions. The task is: Predict the reaction yield, written as a fraction of the theoretical maximum amount of product (1.0 means a 100% yield; for example, 0.34 means a 34% yield). (1) The reactants are [Br:1][C:2]1[N:7]=[C:6]([CH2:8][OH:9])[CH:5]=[CH:4][C:3]=1[O:10][CH3:11]. The catalyst is ClCCl.O=[Mn]=O. The product is [Br:1][C:2]1[N:7]=[C:6]([CH:8]=[O:9])[CH:5]=[CH:4][C:3]=1[O:10][CH3:11]. The yield is 0.630. (2) The reactants are [H-].[Na+].[CH3:3][O:4][C:5]1[CH:6]=[C:7]2[C:12](=[CH:13][CH:14]=1)[CH2:11][CH:10]([NH2:15])[CH2:9][CH2:8]2.[C:16]1(=O)[O:21][C:19](=[O:20])[C:18]2=[CH:22][CH:23]=[CH:24][CH:25]=[C:17]12. The product is [CH3:3][O:4][C:5]1[CH:6]=[C:7]2[C:12](=[CH:13][CH:14]=1)[CH2:11][CH:10]([N:15]1[C:19](=[O:20])[C:18]3[C:17](=[CH:25][CH:24]=[CH:23][CH:22]=3)[C:16]1=[O:21])[CH2:9][CH2:8]2. The yield is 0.670. The catalyst is CN(C=O)C.O. (3) The reactants are [Cl:1][C:2]1[N:11]=[C:10]([NH:12][C:13]2[CH:14]=[N:15][C:16]([O:19][CH3:20])=[CH:17][CH:18]=2)[C:9]2[C:4](=[CH:5][CH:6]=[CH:7][CH:8]=2)[N:3]=1.[CH3:21]I.[H-].[Na+]. The catalyst is CN(C=O)C. The product is [Cl:1][C:2]1[N:11]=[C:10]([N:12]([C:13]2[CH:14]=[N:15][C:16]([O:19][CH3:20])=[CH:17][CH:18]=2)[CH3:21])[C:9]2[C:4](=[CH:5][CH:6]=[CH:7][CH:8]=2)[N:3]=1. The yield is 0.700. (4) The reactants are CC1(C)C(C)(C)OB([C:9]2[CH:18]=[C:17]3[C:12]([CH:13]=[C:14]([NH:19][C:20]([CH:22]4[CH2:24][CH2:23]4)=[O:21])[N:15]=[CH:16]3)=[CH:11][CH:10]=2)O1.Br[C:27]1[C:28]([CH3:34])=[C:29]([NH2:33])[CH:30]=[N:31][CH:32]=1.C(=O)([O-])[O-].[Cs+].[Cs+].O1CCOCC1.O.C(=O)(O)[O-].[Na+]. The catalyst is CC(P(C(C)(C)C)C1C=CC(N(C)C)=CC=1)(C)C.CC(P(C(C)(C)C)C1C=CC(N(C)C)=CC=1)(C)C.Cl[Pd]Cl. The product is [NH2:33][C:29]1[C:28]([CH3:34])=[C:27]([C:9]2[CH:18]=[C:17]3[C:12]([CH:13]=[C:14]([NH:19][C:20]([CH:22]4[CH2:23][CH2:24]4)=[O:21])[N:15]=[CH:16]3)=[CH:11][CH:10]=2)[CH:32]=[N:31][CH:30]=1. The yield is 0.370. (5) The reactants are Br[C:2]1[CH:3]=[C:4]2[CH2:13][CH2:12][N:11](C(OC(C)(C)C)=O)[C:5]2=[C:6]2[C:10]=1[NH:9][CH:8]=[CH:7]2.[CH3:21][N:22](C=O)C. The catalyst is [C-]#N.[C-]#N.[Zn+2].C1C=CC([P]([Pd]([P](C2C=CC=CC=2)(C2C=CC=CC=2)C2C=CC=CC=2)([P](C2C=CC=CC=2)(C2C=CC=CC=2)C2C=CC=CC=2)[P](C2C=CC=CC=2)(C2C=CC=CC=2)C2C=CC=CC=2)(C2C=CC=CC=2)C2C=CC=CC=2)=CC=1. The product is [NH:11]1[C:5]2=[C:6]3[C:10](=[C:2]([C:21]#[N:22])[CH:3]=[C:4]2[CH2:13][CH2:12]1)[NH:9][CH:8]=[CH:7]3. The yield is 0.610. (6) The catalyst is FC(F)(F)C(O)=O. The reactants are [CH3:1][N:2]([CH2:24][C:25]([O:27]C(C)(C)C)=[O:26])[C:3](=[O:23])[CH2:4][CH2:5][C:6]1[CH:11]=[CH:10][CH:9]=[C:8]([C:12]2[S:13][C:14]3[CH:22]=[CH:21][CH:20]=[CH:19][C:15]=3[C:16](=[O:18])[N:17]=2)[N:7]=1.C(OC(C)C)(C)C. The product is [CH3:1][N:2]([CH2:24][C:25]([OH:27])=[O:26])[C:3](=[O:23])[CH2:4][CH2:5][C:6]1[CH:11]=[CH:10][CH:9]=[C:8]([C:12]2[S:13][C:14]3[CH:22]=[CH:21][CH:20]=[CH:19][C:15]=3[C:16](=[O:18])[N:17]=2)[N:7]=1. The yield is 0.830.